The task is: Regression. Given a peptide amino acid sequence and an MHC pseudo amino acid sequence, predict their binding affinity value. This is MHC class I binding data.. This data is from Peptide-MHC class I binding affinity with 185,985 pairs from IEDB/IMGT. (1) The peptide sequence is DALAKNASEL. The MHC is HLA-A02:01 with pseudo-sequence HLA-A02:01. The binding affinity (normalized) is 0. (2) The peptide sequence is MPDCGMSVLA. The MHC is HLA-B07:02 with pseudo-sequence HLA-B07:02. The binding affinity (normalized) is 0.236. (3) The peptide sequence is MYQYIFLSF. The MHC is HLA-A11:01 with pseudo-sequence HLA-A11:01. The binding affinity (normalized) is 0.0847. (4) The peptide sequence is HGYSFDQL. The MHC is HLA-A02:02 with pseudo-sequence HLA-A02:02. The binding affinity (normalized) is 0.196. (5) The peptide sequence is GVYIVVGVI. The MHC is Mamu-A2601 with pseudo-sequence Mamu-A2601. The binding affinity (normalized) is 0.219. (6) The peptide sequence is KYYTSYTLK. The MHC is HLA-A30:01 with pseudo-sequence HLA-A30:01. The binding affinity (normalized) is 0.936. (7) The peptide sequence is VLYCVHQEI. The MHC is HLA-A03:01 with pseudo-sequence HLA-A03:01. The binding affinity (normalized) is 0.0847. (8) The peptide sequence is FAAPHRGVA. The MHC is HLA-A02:19 with pseudo-sequence HLA-A02:19. The binding affinity (normalized) is 0.0847.